From a dataset of Forward reaction prediction with 1.9M reactions from USPTO patents (1976-2016). Predict the product of the given reaction. (1) Given the reactants [Cl:1][C:2]1[CH:3]=[C:4]2[C:9](=[CH:10][C:11]=1[OH:12])[O:8][C:7]([CH3:13])=[C:6]([C:14]1[CH:25]=[CH:24][C:17]([O:18][CH2:19][CH2:20][CH2:21][C:22]#[N:23])=[CH:16][CH:15]=1)[C:5]2=O.O.[NH2:28][NH2:29], predict the reaction product. The product is: [Cl:1][C:2]1[C:11]([OH:12])=[CH:10][C:9]([OH:8])=[C:4]([C:5]2[C:6]([C:14]3[CH:25]=[CH:24][C:17]([O:18][CH2:19][CH2:20][CH2:21][C:22]#[N:23])=[CH:16][CH:15]=3)=[C:7]([CH3:13])[NH:29][N:28]=2)[CH:3]=1. (2) Given the reactants [CH3:1][C:2]1[CH:3]=[C:4]([CH:7]=[C:8]([CH3:25])[C:9]=1[O:10][CH2:11][CH2:12][C:13]1[N:14]=[C:15]([C:19]2[CH:24]=[CH:23][CH:22]=[CH:21][CH:20]=2)[O:16][C:17]=1[CH3:18])[CH:5]=[O:6].[CH2:26]([C@H:33]1[CH2:37][O:36][C:35](=[O:38])[N:34]1[C:39](=[O:44])[CH2:40][O:41][CH2:42][CH3:43])[C:27]1[CH:32]=[CH:31][CH:30]=[CH:29][CH:28]=1.B(OS(C(F)(F)F)(=O)=O)(CCCC)CCCC, predict the reaction product. The product is: [CH2:26]([C@H:33]1[CH2:37][O:36][C:35](=[O:38])[N:34]1[C:39](=[O:44])[C@@H:40]([O:41][CH2:42][CH3:43])[C@@H:5]([C:4]1[CH:3]=[C:2]([CH3:1])[C:9]([O:10][CH2:11][CH2:12][C:13]2[N:14]=[C:15]([C:19]3[CH:24]=[CH:23][CH:22]=[CH:21][CH:20]=3)[O:16][C:17]=2[CH3:18])=[C:8]([CH3:25])[CH:7]=1)[OH:6])[C:27]1[CH:28]=[CH:29][CH:30]=[CH:31][CH:32]=1. (3) Given the reactants [O:1]=[S:2]1(=[O:29])[C:8]2[CH:9]=[CH:10][CH:11]=[CH:12][C:7]=2[CH2:6][N:5]([C:13]2[CH:22]=[C:21]([CH2:23][CH2:24][C:25]([NH2:27])=O)[C:20]3[C:15](=[CH:16][CH:17]=[C:18]([CH3:28])[CH:19]=3)[N:14]=2)[CH2:4][CH2:3]1.B, predict the reaction product. The product is: [O:29]=[S:2]1(=[O:1])[C:8]2[CH:9]=[CH:10][CH:11]=[CH:12][C:7]=2[CH2:6][N:5]([C:13]2[CH:22]=[C:21]([CH2:23][CH2:24][CH2:25][NH2:27])[C:20]3[C:15](=[CH:16][CH:17]=[C:18]([CH3:28])[CH:19]=3)[N:14]=2)[CH2:4][CH2:3]1. (4) Given the reactants [H-].[Na+].C(N(CC)[CH:6]=[C:7]([C:17]1[CH:22]=[CH:21][CH:20]=[CH:19][CH:18]=1)[C:8]([C:10]1[CH:15]=[CH:14][C:13]([CH3:16])=[CH:12][CH:11]=1)=O)C.[C:25]([CH2:27][C:28]([NH2:30])=[O:29])#[N:26].Cl, predict the reaction product. The product is: [CH3:16][C:13]1[CH:12]=[CH:11][C:10]([C:8]2[NH:30][C:28](=[O:29])[C:27]([C:25]#[N:26])=[CH:6][C:7]=2[C:17]2[CH:18]=[CH:19][CH:20]=[CH:21][CH:22]=2)=[CH:15][CH:14]=1. (5) Given the reactants [NH2:1][C:2]1[CH:11]=[CH:10][C:5]([C:6]([O:8][CH3:9])=[O:7])=[CH:4][C:3]=1[NH:12][CH2:13][CH2:14][CH2:15][CH3:16].C(=O)(O)[O-].[Na+].[CH3:22][C:23](CC(C)C)=[O:24].O.ClCC(Cl)=O, predict the reaction product. The product is: [CH2:13]([N:12]1[C:3]2[C:2](=[CH:11][CH:10]=[C:5]([C:6]([O:8][CH3:9])=[O:7])[CH:4]=2)[NH:1][CH2:22][C:23]1=[O:24])[CH2:14][CH2:15][CH3:16]. (6) The product is: [Br:11][C:9]1[CH:8]=[N:7][CH:6]=[C:5]2[C:10]=1[N:1]=[CH:2][CH:3]=[CH:4]2. Given the reactants [N:1]1[C:10]2[C:5](=[CH:6][N:7]=[CH:8][CH:9]=2)[CH:4]=[CH:3][CH:2]=1.[Br:11]Br.N1C=CC=CC=1, predict the reaction product. (7) The product is: [CH3:9][O:8][C:6]([C:5]1[CH:4]=[CH:3][C:2]([S:1][CH:17]2[CH2:18][N:19]([C:21]([O:23][C:24]([CH3:27])([CH3:26])[CH3:25])=[O:22])[CH2:20]2)=[CH:11][CH:10]=1)=[O:7]. Given the reactants [SH:1][C:2]1[CH:11]=[CH:10][C:5]([C:6]([O:8][CH3:9])=[O:7])=[CH:4][CH:3]=1.CS(O[CH:17]1[CH2:20][N:19]([C:21]([O:23][C:24]([CH3:27])([CH3:26])[CH3:25])=[O:22])[CH2:18]1)(=O)=O.C([O-])([O-])=O.[Cs+].[Cs+].CCOC(C)=O, predict the reaction product.